From a dataset of Reaction yield outcomes from USPTO patents with 853,638 reactions. Predict the reaction yield, written as a fraction of the theoretical maximum amount of product (1.0 means a 100% yield; for example, 0.34 means a 34% yield). (1) The reactants are [NH:1]1[CH2:7][C:5](=[O:6])[NH:4][C:2]1=[O:3].NCCO.[C:12]([C:14]1[CH:21]=[CH:20][C:17]([CH:18]=O)=[CH:16][CH:15]=1)#[N:13].Cl. The catalyst is O. The product is [C:12]([C:14]1[CH:21]=[CH:20][C:17]([CH:18]=[C:7]2[NH:1][C:2](=[O:3])[NH:4][C:5]2=[O:6])=[CH:16][CH:15]=1)#[N:13]. The yield is 0.972. (2) The reactants are [CH:1]1([O:6][C:7]2[CH:15]=[CH:14][C:13]([S:16]([CH3:19])(=[O:18])=[O:17])=[CH:12][C:8]=2[C:9]([OH:11])=O)[CH2:5][CH2:4][CH2:3][CH2:2]1.[N:20]1([C:26]2[S:27][C:28]([C:31]#[N:32])=[CH:29][N:30]=2)[CH2:25][CH2:24][NH:23][CH2:22][CH2:21]1. No catalyst specified. The product is [CH:1]1([O:6][C:7]2[CH:15]=[CH:14][C:13]([S:16]([CH3:19])(=[O:18])=[O:17])=[CH:12][C:8]=2[C:9]([N:23]2[CH2:24][CH2:25][N:20]([C:26]3[S:27][C:28]([C:31]#[N:32])=[CH:29][N:30]=3)[CH2:21][CH2:22]2)=[O:11])[CH2:2][CH2:3][CH2:4][CH2:5]1. The yield is 0.640. (3) The reactants are [NH2:1][C:2]1[CH:7]=[CH:6][C:5]([C:8]2[CH:16]=[CH:15][CH:14]=[C:13]3[C:9]=2[CH2:10][NH:11][C:12]3=[O:17])=[CH:4][CH:3]=1.[OH-].[Na+].[C:20](Cl)(OCC(Cl)(Cl)Cl)=[O:21].[NH2:29][C:30]1[NH:34][N:33]=[C:32]([C:35]([CH3:38])([CH3:37])[CH3:36])[CH:31]=1.CCN(C(C)C)C(C)C. The catalyst is CCOC(C)=O.O. The product is [C:35]([C:32]1[CH:31]=[C:30]([NH:29][C:20]([NH:1][C:2]2[CH:3]=[CH:4][C:5]([C:8]3[CH:16]=[CH:15][CH:14]=[C:13]4[C:9]=3[CH2:10][NH:11][C:12]4=[O:17])=[CH:6][CH:7]=2)=[O:21])[NH:34][N:33]=1)([CH3:38])([CH3:37])[CH3:36]. The yield is 0.480.